From a dataset of hERG Central: cardiac toxicity at 1µM, 10µM, and general inhibition. Predict hERG channel inhibition at various concentrations. (1) Results: hERG_inhib (hERG inhibition (general)): blocker. The drug is CN(Cc1ccccc1)CC(O)COc1ccc(CNCc2nccn2C)cc1. (2) The drug is CCN1CCN(P2(=O)C=C(c3ccccc3)OC(c3ccccc3)=C2)CC1. Results: hERG_inhib (hERG inhibition (general)): blocker. (3) The compound is O=C(CN(Cc1ccccc1Cl)C(=O)c1csnn1)NCc1ccc(F)cc1. Results: hERG_inhib (hERG inhibition (general)): blocker.